This data is from Reaction yield outcomes from USPTO patents with 853,638 reactions. The task is: Predict the reaction yield, written as a fraction of the theoretical maximum amount of product (1.0 means a 100% yield; for example, 0.34 means a 34% yield). (1) The reactants are O=[C:2]([CH2:6][C:7]1[CH:12]=[CH:11][CH:10]=[CH:9][CH:8]=1)[CH2:3][C:4]#[N:5].O.[NH2:14][NH2:15]. The catalyst is CCO. The product is [CH2:6]([C:2]1[CH:3]=[C:4]([NH2:5])[NH:14][N:15]=1)[C:7]1[CH:12]=[CH:11][CH:10]=[CH:9][CH:8]=1. The yield is 0.600. (2) The reactants are [Br:1][C:2]1[CH:6]=[CH:5][O:4][C:3]=1[C:7]([OH:9])=[O:8].[CH2:10](I)[CH3:11].C(=O)([O-])[O-].[Cs+].[Cs+].C(=O)([O-])O.[Na+]. The catalyst is C(#N)C. The product is [Br:1][C:2]1[CH:6]=[CH:5][O:4][C:3]=1[C:7]([O:9][CH2:10][CH3:11])=[O:8]. The yield is 0.540. (3) The reactants are [CH3:1][C:2]1[CH:7]=[C:6]([C:8]2[O:12][N:11]=[C:10]([C:13]3[CH:14]=[CH:15][C:16]([OH:23])=[C:17]([CH:22]=3)[C:18]([O:20]C)=[O:19])[N:9]=2)[CH:5]=[CH:4][C:3]=1[C:24]1[CH:29]=[CH:28][CH:27]=[CH:26][C:25]=1[CH3:30].[OH-].[Na+]. No catalyst specified. The product is [CH3:1][C:2]1[CH:7]=[C:6]([C:8]2[O:12][N:11]=[C:10]([C:13]3[CH:14]=[CH:15][C:16]([OH:23])=[C:17]([CH:22]=3)[C:18]([OH:20])=[O:19])[N:9]=2)[CH:5]=[CH:4][C:3]=1[C:24]1[CH:29]=[CH:28][CH:27]=[CH:26][C:25]=1[CH3:30]. The yield is 0.900. (4) The reactants are C([N:8](CC1C=CC=CC=1)[C@@H:9]1[CH2:14][CH2:13][N:12]([CH2:15][CH2:16][OH:17])[CH2:11][C@@H:10]1[O:18][CH3:19])C1C=CC=CC=1.[C:35](O[C:35]([O:37][C:38]([CH3:41])([CH3:40])[CH3:39])=[O:36])([O:37][C:38]([CH3:41])([CH3:40])[CH3:39])=[O:36]. The catalyst is CO.[OH-].[OH-].[Pd+2]. The product is [OH:17][CH2:16][CH2:15][N:12]1[CH2:13][CH2:14][C@@H:9]([NH:8][C:35](=[O:36])[O:37][C:38]([CH3:39])([CH3:40])[CH3:41])[C@@H:10]([O:18][CH3:19])[CH2:11]1. The yield is 0.740. (5) The reactants are [CH:1]1([CH2:4][N:5]2[C:13]3[C:8](=[CH:9][CH:10]=[C:11]([O:14][CH2:15][CH3:16])[CH:12]=3)[C:7]([I:17])=[C:6]2[C:18]2[CH:23]=[CH:22][C:21]([N+:24]([O-])=O)=[CH:20][CH:19]=2)[CH2:3][CH2:2]1.[NH4+].[Cl-].C(O)C.[CH:32]([O:35][C:36](Cl)=[O:37])([CH3:34])[CH3:33]. The catalyst is O.C(Cl)Cl.[Fe].N1C=CC=CC=1. The product is [CH:32]([O:35][C:36](=[O:37])[NH:24][C:21]1[CH:22]=[CH:23][C:18]([C:6]2[N:5]([CH2:4][CH:1]3[CH2:3][CH2:2]3)[C:13]3[C:8]([C:7]=2[I:17])=[CH:9][CH:10]=[C:11]([O:14][CH2:15][CH3:16])[CH:12]=3)=[CH:19][CH:20]=1)([CH3:34])[CH3:33]. The yield is 0.580. (6) The reactants are [F:1][CH:2]([F:18])[C:3](=O)[CH2:4][C:5]([C:7]1[CH:12]=[CH:11][CH:10]=[C:9]([C:13]([F:16])([F:15])[F:14])[CH:8]=1)=O.[NH2:19][C:20]1[CH:24]=[CH:23][NH:22][N:21]=1. The catalyst is C(O)(=O)C. The product is [F:14][C:13]([F:16])([F:15])[C:9]1[CH:8]=[C:7]([C:5]2[CH:4]=[C:3]([CH:2]([F:18])[F:1])[N:21]3[N:22]=[CH:23][CH:24]=[C:20]3[N:19]=2)[CH:12]=[CH:11][CH:10]=1. The yield is 0.820. (7) The reactants are [NH2:1][C:2]1[CH:7]=[CH:6][C:5]([C:8]([NH:10][S:11]([C:14]2[S:15][C:16]([Cl:19])=[CH:17][CH:18]=2)(=[O:13])=[O:12])=[O:9])=[CH:4][CH:3]=1.[C:20]1(=O)[O:25][C:23](=[O:24])[C:22]2=[CH:26][CH:27]=[CH:28][CH:29]=[C:21]12. The catalyst is CN(C=O)C. The product is [O:24]=[C:23]1[C:22]2[CH:26]=[CH:27][CH:28]=[CH:29][C:21]=2[C:20](=[O:25])[N:1]1[C:2]1[CH:7]=[CH:6][C:5]([C:8]([NH:10][S:11]([C:14]2[S:15][C:16]([Cl:19])=[CH:17][CH:18]=2)(=[O:13])=[O:12])=[O:9])=[CH:4][CH:3]=1. The yield is 0.550.